This data is from Full USPTO retrosynthesis dataset with 1.9M reactions from patents (1976-2016). The task is: Predict the reactants needed to synthesize the given product. (1) The reactants are: [CH2:1]([N:8]1[C:16]2[C:11](=[CH:12][C:13]([NH:17][C:18]3[N:26]=[CH:25][C:24]([F:27])=[CH:23][C:19]=3[C:20](O)=[O:21])=[CH:14][CH:15]=2)[CH:10]=[N:9]1)[C:2]1[CH:7]=[CH:6][CH:5]=[CH:4][CH:3]=1.C(N(CC)CC)C.[NH2:35][CH:36]1[CH2:41][CH2:40][CH:39]([NH:42][C:43]([C:45]2[N:46]=[C:47]3[CH:52]=[CH:51][C:50]([F:53])=[CH:49][N:48]3[CH:54]=2)=[O:44])[CH2:38][CH2:37]1. Given the product [CH2:1]([N:8]1[C:16]2[C:11](=[CH:12][C:13]([NH:17][C:18]3[C:19]([C:20]([NH:35][C@@H:36]4[CH2:41][CH2:40][C@H:39]([NH:42][C:43]([C:45]5[N:46]=[C:47]6[CH:52]=[CH:51][C:50]([F:53])=[CH:49][N:48]6[CH:54]=5)=[O:44])[CH2:38][CH2:37]4)=[O:21])=[CH:23][C:24]([F:27])=[CH:25][N:26]=3)=[CH:14][CH:15]=2)[CH:10]=[N:9]1)[C:2]1[CH:7]=[CH:6][CH:5]=[CH:4][CH:3]=1, predict the reactants needed to synthesize it. (2) The reactants are: Br[C:2]1[CH:7]=[CH:6][C:5]([Br:8])=[CH:4][N:3]=1.[F:9][C:10]1([F:16])[CH2:15][CH2:14][NH:13][CH2:12][CH2:11]1. Given the product [Br:8][C:5]1[CH:6]=[CH:7][C:2]([N:13]2[CH2:14][CH2:15][C:10]([F:16])([F:9])[CH2:11][CH2:12]2)=[N:3][CH:4]=1, predict the reactants needed to synthesize it. (3) Given the product [IH:17].[CH3:16][S:10][C:9](=[NH:11])[NH:8][C:5]1[CH:6]=[CH:7][C:2]([Cl:1])=[C:3]([C:12]([F:15])([F:13])[F:14])[CH:4]=1, predict the reactants needed to synthesize it. The reactants are: [Cl:1][C:2]1[CH:7]=[CH:6][C:5]([NH:8][C:9]([NH2:11])=[S:10])=[CH:4][C:3]=1[C:12]([F:15])([F:14])[F:13].[CH3:16][I:17]. (4) Given the product [OH:6][CH:7]1[C:11]([CH3:13])([CH3:12])[CH2:10][N:9]([C:14]2[CH:19]=[CH:18][C:17]([C:20]#[C:21][C:22]3[CH:27]=[CH:26][CH:25]=[CH:24][CH:23]=3)=[CH:16][N:15]=2)[C:8]1=[O:28], predict the reactants needed to synthesize it. The reactants are: C([Si](C1C=CC=CC=1)(C1C=CC=CC=1)[O:6][CH:7]1[C:11]([CH3:13])([CH3:12])[CH2:10][N:9]([C:14]2[CH:19]=[CH:18][C:17]([C:20]#[C:21][C:22]3[CH:27]=[CH:26][CH:25]=[CH:24][CH:23]=3)=[CH:16][N:15]=2)[C:8]1=[O:28])(C)(C)C.CCCC[N+](CCCC)(CCCC)CCCC.[F-].